This data is from Forward reaction prediction with 1.9M reactions from USPTO patents (1976-2016). The task is: Predict the product of the given reaction. (1) Given the reactants [K].[OH-].[K+].O.[CH:5]#[CH:6].[CH:7]1([OH:13])[CH2:12][CH2:11][CH2:10][CH2:9][CH2:8]1, predict the reaction product. The product is: [CH:7]1([O:13][CH:5]=[CH2:6])[CH2:12][CH2:11][CH2:10][CH2:9][CH2:8]1.[CH:7]1([OH:13])[CH2:12][CH2:11][CH2:10][CH2:9][CH2:8]1. (2) Given the reactants Cl[CH2:2][C@@H:3]([OH:11])[CH2:4][C:5]#[C:6][Si:7]([CH3:10])([CH3:9])[CH3:8].[NH2:12][CH2:13][CH2:14][OH:15].CO, predict the reaction product. The product is: [OH:15][CH2:14][CH2:13][NH:12][CH2:2][C@@H:3]([OH:11])[CH2:4][C:5]#[C:6][Si:7]([CH3:10])([CH3:9])[CH3:8]. (3) Given the reactants C(OC([N:8]1[CH2:13][CH2:12][N:11]([C:14](=[O:26])[C:15]2[CH:20]=[C:19]([F:21])[CH:18]=[CH:17][C:16]=2[C:22]([F:25])([F:24])[F:23])[CH2:10][CH2:9]1)=O)(C)(C)C.[ClH:27], predict the reaction product. The product is: [ClH:27].[F:21][C:19]1[CH:18]=[CH:17][C:16]([C:22]([F:25])([F:23])[F:24])=[C:15]([C:14]([N:11]2[CH2:12][CH2:13][NH:8][CH2:9][CH2:10]2)=[O:26])[CH:20]=1. (4) Given the reactants I[C:2]1[CH:3]=[CH:4][C:5]2[N:6]([CH:8]=[C:9]([NH:11][C:12]([CH:14]3[CH2:16][CH2:15]3)=[O:13])[N:10]=2)[N:7]=1.[CH3:17][C:18]1[NH:19][C:20]2[C:25]([CH:26]=1)=[CH:24][CH:23]=[C:22]([OH:27])[CH:21]=2.C(=O)([O-])[O-].[K+].[K+], predict the reaction product. The product is: [CH3:17][C:18]1[NH:19][C:20]2[C:25]([CH:26]=1)=[CH:24][CH:23]=[C:22]([O:27][C:2]1[CH:3]=[CH:4][C:5]3[N:6]([CH:8]=[C:9]([NH:11][C:12]([CH:14]4[CH2:16][CH2:15]4)=[O:13])[N:10]=3)[N:7]=1)[CH:21]=2. (5) Given the reactants [C:1]([O:9][CH2:10][C@@H:11]1[C@@H:15]([O:16][C:17](=[O:24])[C:18]2[CH:23]=[CH:22][CH:21]=[CH:20][CH:19]=2)[C@:14]([F:26])([CH3:25])[C@H:13](O)[O:12]1)(=[O:8])[C:2]1[CH:7]=[CH:6][CH:5]=[CH:4][CH:3]=1.C1C=CC(P(C2C=CC=CC=2)C2C=CC=CC=2)=CC=1.C1C(=O)N([Cl:54])C(=O)C1, predict the reaction product. The product is: [C:1]([O:9][CH2:10][C@@H:11]1[C@@H:15]([O:16][C:17](=[O:24])[C:18]2[CH:23]=[CH:22][CH:21]=[CH:20][CH:19]=2)[C@:14]([F:26])([CH3:25])[C@@H:13]([Cl:54])[O:12]1)(=[O:8])[C:2]1[CH:7]=[CH:6][CH:5]=[CH:4][CH:3]=1. (6) The product is: [CH2:24]([NH:23][C:21]1[NH:20][C:18]([NH:17][CH2:16][C:15]2[CH:14]=[CH:13][C:12]([CH3:11])=[CH:33][CH:32]=2)=[N:19][C:5]([CH3:6])([CH3:4])[N:22]=1)[CH2:25][CH2:26][CH2:27][CH2:28][CH2:29][CH2:30][CH3:31]. Given the reactants CO.N1CC[CH2:6][CH2:5][CH2:4]1.Cl.Cl.[CH3:11][C:12]1[CH:33]=[CH:32][C:15]([CH2:16][NH:17][C:18]([NH:20][C:21]([NH:23][CH2:24][CH2:25][CH2:26][CH2:27][CH2:28][CH2:29][CH2:30][CH3:31])=[NH:22])=[NH:19])=[CH:14][CH:13]=1, predict the reaction product. (7) Given the reactants [O:1]1[CH2:6][CH2:5][CH:4]([CH2:7][N:8]2[C:12]3=[N:13][CH:14]=[C:15]([S:17]([NH2:20])(=[O:19])=[O:18])[CH:16]=[C:11]3[CH:10]=[CH:9]2)[CH2:3][CH2:2]1.[Cl:21]N1C(=O)CCC1=O, predict the reaction product. The product is: [Cl:21][C:10]1[C:11]2[C:12](=[N:13][CH:14]=[C:15]([S:17]([NH2:20])(=[O:18])=[O:19])[CH:16]=2)[N:8]([CH2:7][CH:4]2[CH2:5][CH2:6][O:1][CH2:2][CH2:3]2)[CH:9]=1. (8) Given the reactants [S:1]([N:17](S(C1C2C=CC=C(N(C)C)C=2C=CC=1)(=O)=O)[CH2:18][CH2:19][S:20][S:21][CH2:22][CH2:23][NH2:24])([C:4]1[C:16]2[CH:15]=[CH:14][CH:13]=[C:9]([N:10]([CH3:12])[CH3:11])[C:8]=2[CH:7]=[CH:6][CH:5]=1)(=[O:3])=[O:2].C(C(O)=O)CP(CCC(O)=O)CCC(O)=O.[Br:57][C:58]1[C:63](=[O:64])[NH:62][C:60](=[O:61])[C:59]=1Br, predict the reaction product. The product is: [Br:57][N:17]([S:1]([C:4]1[C:16]2[CH:15]=[CH:14][CH:13]=[C:9]([N:10]([CH3:12])[CH3:11])[C:8]=2[CH:7]=[CH:6][CH:5]=1)(=[O:3])=[O:2])[CH2:18][CH2:19][S:20][S:21][CH2:22][CH2:23][NH2:24].[C:60]1(=[O:61])[NH:62][C:63](=[O:64])[CH:58]=[CH:59]1.